From a dataset of Full USPTO retrosynthesis dataset with 1.9M reactions from patents (1976-2016). Predict the reactants needed to synthesize the given product. Given the product [N+:10]([C:9]1[CH:8]=[C:5]([C:6]#[N:7])[C:4](=[CH:3][C:2]=1[NH:15][C:16]1[CH:21]=[CH:20][CH:19]=[CH:18][CH:17]=1)[C:13]#[N:14])([O-:12])=[O:11], predict the reactants needed to synthesize it. The reactants are: Br[C:2]1[CH:3]=[C:4]([C:13]#[N:14])[C:5](=[CH:8][C:9]=1[N+:10]([O-:12])=[O:11])[C:6]#[N:7].[NH2:15][C:16]1[CH:21]=[CH:20][CH:19]=[CH:18][CH:17]=1.C(N(CC)C(C)C)(C)C.